Dataset: Peptide-MHC class I binding affinity with 185,985 pairs from IEDB/IMGT. Task: Regression. Given a peptide amino acid sequence and an MHC pseudo amino acid sequence, predict their binding affinity value. This is MHC class I binding data. (1) The peptide sequence is VTIGECPKY. The MHC is Mamu-A02 with pseudo-sequence YYAMYRENMAENAVNNLYIRYHSYTWAEHTYEWY. The binding affinity (normalized) is 0.777. (2) The binding affinity (normalized) is 1.00. The peptide sequence is FFNLLAKEQR. The MHC is HLA-A33:01 with pseudo-sequence HLA-A33:01. (3) The peptide sequence is STDHIPILY. The MHC is HLA-B15:01 with pseudo-sequence HLA-B15:01. The binding affinity (normalized) is 0.0847.